From a dataset of Forward reaction prediction with 1.9M reactions from USPTO patents (1976-2016). Predict the product of the given reaction. Given the reactants [Cl:1][C:2]1[CH:10]=[C:9]([O:11][Si:12]([CH:19]([CH3:21])[CH3:20])([CH:16]([CH3:18])[CH3:17])[CH:13]([CH3:15])[CH3:14])[CH:8]=[C:7]([Cl:22])[C:3]=1[C:4](O)=[O:5].S(Cl)(Cl)=O.Cl.[CH3:28][O:29][C:30](=[O:51])[C@@H:31]([NH2:50])[CH2:32][C:33]1[CH:38]=[CH:37][C:36]([NH:39][C:40](=[O:49])[C:41]2[C:46]([Cl:47])=[CH:45][CH:44]=[CH:43][C:42]=2[Cl:48])=[CH:35][CH:34]=1.CCN(C(C)C)C(C)C, predict the reaction product. The product is: [CH3:28][O:29][C:30](=[O:51])[C@@H:31]([NH:50][C:4](=[O:5])[C:3]1[C:7]([Cl:22])=[CH:8][C:9]([O:11][Si:12]([CH:16]([CH3:18])[CH3:17])([CH:19]([CH3:20])[CH3:21])[CH:13]([CH3:14])[CH3:15])=[CH:10][C:2]=1[Cl:1])[CH2:32][C:33]1[CH:38]=[CH:37][C:36]([NH:39][C:40](=[O:49])[C:41]2[C:42]([Cl:48])=[CH:43][CH:44]=[CH:45][C:46]=2[Cl:47])=[CH:35][CH:34]=1.